From a dataset of Full USPTO retrosynthesis dataset with 1.9M reactions from patents (1976-2016). Predict the reactants needed to synthesize the given product. (1) The reactants are: CCN(CC)CC.O[C@@H:9]([CH3:29])[C@@H:10]([NH:14][C:15]([O:17][CH2:18][CH2:19][CH2:20][CH2:21][CH2:22][C:23]1[CH:28]=[CH:27][CH:26]=[CH:25][CH:24]=1)=[O:16])[C:11]([OH:13])=[O:12]. Given the product [C:23]1([CH2:22][CH2:21][CH2:20][CH2:19][CH2:18][O:17][C:15](=[O:16])[NH:14][C@H:10]2[C:11](=[O:13])[O:12][C@H:9]2[CH3:29])[CH:28]=[CH:27][CH:26]=[CH:25][CH:24]=1, predict the reactants needed to synthesize it. (2) Given the product [C:29]([C:28]1[CH:31]=[CH:32][C:25]([C:17]([NH:16][CH2:2][CH2:3][CH2:4][NH:5][S:6]([C:9]2[CH:14]=[CH:13][CH:12]=[C:11]([OH:15])[CH:10]=2)(=[O:8])=[O:7])([C:19]2[N:20]([CH3:24])[CH:21]=[N:22][CH:23]=2)[CH3:18])=[CH:26][C:27]=1[F:33])#[N:30], predict the reactants needed to synthesize it. The reactants are: Br[CH2:2][CH2:3][CH2:4][NH:5][S:6]([C:9]1[CH:14]=[CH:13][CH:12]=[C:11]([OH:15])[CH:10]=1)(=[O:8])=[O:7].[NH2:16][C:17]([C:25]1[CH:32]=[CH:31][C:28]([C:29]#[N:30])=[C:27]([F:33])[CH:26]=1)([C:19]1[N:20]([CH3:24])[CH:21]=[N:22][CH:23]=1)[CH3:18].CCN(CC)CC. (3) Given the product [C:18]([N:9]1[C:10]([C:11]([F:17])([F:16])[C:12]([F:13])([F:14])[F:15])=[C:6]([C:4]([OH:5])=[O:3])[C:7]([CH:22]([F:24])[F:23])=[N:8]1)([CH3:21])([CH3:19])[CH3:20], predict the reactants needed to synthesize it. The reactants are: C([O:3][C:4]([C:6]1[C:7]([CH:22]([F:24])[F:23])=[N:8][N:9]([C:18]([CH3:21])([CH3:20])[CH3:19])[C:10]=1[C:11]([F:17])([F:16])[C:12]([F:15])([F:14])[F:13])=[O:5])C.[OH-].[Na+]. (4) Given the product [CH2:17]([C:16]1[C:6]2[C:1](=[CH:2][CH:3]=[CH:4][CH:5]=2)[NH:7][C:10]=1[C:11]([O:13][CH2:14][CH3:15])=[O:12])[CH3:18], predict the reactants needed to synthesize it. The reactants are: [C:1]1([NH:7]N)[CH:6]=[CH:5][CH:4]=[CH:3][CH:2]=1.O=[C:10]([CH2:16][CH2:17][CH3:18])[C:11]([O:13][CH2:14][CH3:15])=[O:12]. (5) The reactants are: Br[C:2]1[CH:17]=[CH:16][C:5]2[NH:6][C:7](C(OC(C)(C)C)=O)=[N:8][C:4]=2[CH:3]=1.BrC1C=C[C:22]2[NH:23][CH:24]=[N:25][C:21]=2C=1.C(OC(OC(C)(C)C)=O)([O:30][C:31](C)(C)[CH3:32])=O.C(N(CC)CC)C.C[N:51]([C:53]1[CH:58]=[CH:57][CH:56]=[CH:55][N:54]=1)[CH3:52].[O:59]1CCCC1. Given the product [NH:6]1[C:5]2[CH:16]=[CH:17][C:2]([C:22]3[N:23]=[C:24]4[N:54]([CH2:55][CH:56]5[CH2:57][CH2:58][O:30][CH2:31][CH2:32]5)[C:53](=[O:59])[NH:51][C:52]4=[N:25][CH:21]=3)=[CH:3][C:4]=2[N:8]=[CH:7]1, predict the reactants needed to synthesize it. (6) Given the product [CH3:34][C:29]1([CH3:30])[O:26][CH:23]([CH2:22][N:14]2[C:15]3[C:20](=[CH:19][CH:18]=[CH:17][CH:16]=3)[CH2:21][CH:12]([NH:11][C:9]([C:7]3[NH:6][C:5]4[S:28][C:2]([Cl:1])=[CH:3][C:4]=4[CH:8]=3)=[O:10])[C:13]2=[O:27])[CH2:24][O:25]1, predict the reactants needed to synthesize it. The reactants are: [Cl:1][C:2]1[S:28][C:5]2[NH:6][C:7]([C:9]([NH:11][CH:12]3[CH2:21][C:20]4[C:15](=[CH:16][CH:17]=[CH:18][CH:19]=4)[N:14]([CH2:22][CH:23]([OH:26])[CH2:24][OH:25])[C:13]3=[O:27])=[O:10])=[CH:8][C:4]=2[CH:3]=1.[CH:29]1[CH:30]=CC2N(O)N=NC=2[CH:34]=1.CCN=C=NCCCN(C)C.NC1CC2C(=CC=CC=2)N(CC2COC(C)(C)O2)C1=O. (7) Given the product [N:13]1([C:20]2[CH:25]=[CH:24][CH:23]=[CH:22][N:21]=2)[CH2:18][CH2:10][CH:9]([NH:8][C:6]([N:3]2[CH:2]=[CH:1][N:5]=[CH:4]2)=[O:7])[CH2:15][CH2:14]1, predict the reactants needed to synthesize it. The reactants are: [CH:1]1[N:5]=[CH:4][N:3]([C:6]([N:8]2C=N[CH:10]=[CH:9]2)=[O:7])[CH:2]=1.[N:13]1([C:20]2[CH:25]=[CH:24][CH:23]=[CH:22][N:21]=2)[CH2:18]CC(N)[CH2:15][CH2:14]1. (8) Given the product [Cl:17][C:14]1[CH:13]=[CH:12][C:11]([C:10]2([O:18][CH2:28][CH2:29][CH2:30][CH2:31][OH:32])[C:4]3[C:5](=[CH:6][CH:1]=[CH:2][CH:3]=3)[C:7](=[O:8])[N:9]2[CH2:19][C:20]2[CH:21]=[CH:22][C:23]([C:26]#[N:27])=[CH:24][CH:25]=2)=[CH:16][CH:15]=1, predict the reactants needed to synthesize it. The reactants are: [CH:1]1[CH:6]=[C:5]2[C:7]([N:9]([CH2:19][C:20]3[CH:25]=[CH:24][C:23]([C:26]#[N:27])=[CH:22][CH:21]=3)[C:10]([OH:18])([C:11]3[CH:16]=[CH:15][C:14]([Cl:17])=[CH:13][CH:12]=3)[C:4]2=[CH:3][CH:2]=1)=[O:8].[CH2:28](O)[CH2:29][CH2:30][CH2:31][OH:32].